Dataset: Reaction yield outcomes from USPTO patents with 853,638 reactions. Task: Predict the reaction yield, written as a fraction of the theoretical maximum amount of product (1.0 means a 100% yield; for example, 0.34 means a 34% yield). (1) The reactants are [Br:1][C:2]1[CH:7]=[CH:6][C:5]([OH:8])=[CH:4][CH:3]=1.[H-].[Na+].Br[C:12]1[C:13]2[CH:29]=[CH:28][C:27]([O:30][CH3:31])=[CH:26][C:14]=2[S:15](=[O:25])[C:16]=1[C:17]1[CH:22]=[CH:21][C:20]([O:23][CH3:24])=[CH:19][CH:18]=1. The catalyst is CN(C=O)C. The product is [Br:1][C:2]1[CH:7]=[CH:6][C:5]([O:8][C:12]2[C:13]3[CH:29]=[CH:28][C:27]([O:30][CH3:31])=[CH:26][C:14]=3[S:15](=[O:25])[C:16]=2[C:17]2[CH:22]=[CH:21][C:20]([O:23][CH3:24])=[CH:19][CH:18]=2)=[CH:4][CH:3]=1. The yield is 0.870. (2) The reactants are [NH2:1][C@@H:2]([CH2:33][C:34]1[CH:39]=[CH:38][CH:37]=[CH:36][CH:35]=1)[C@@H:3]([OH:32])[CH2:4][C@@H:5]([NH:19][C:20]([C@@H:22]([NH:27][C:28](=[O:31])[O:29][CH3:30])[C:23]([CH3:26])([CH3:25])[CH3:24])=[O:21])[CH2:6][C:7]1[CH:12]=[CH:11][C:10]([C:13]2[CH:18]=[CH:17][CH:16]=[CH:15][N:14]=2)=[CH:9][CH:8]=1.[N:40]([C@@H:43]([C@H:47]1[CH2:51][CH2:50][O:49][CH2:48]1)[C:44](O)=[O:45])=[N+:41]=[N-:42].CCOP(ON1N=NC2C=CC=CC=2C1=O)(OCC)=O.C(N(CC)C(C)C)(C)C. The catalyst is O1CCCC1. The product is [N:40]([C@@H:43]([C@H:47]1[CH2:51][CH2:50][O:49][CH2:48]1)[C:44]([NH:1][C@@H:2]([CH2:33][C:34]1[CH:35]=[CH:36][CH:37]=[CH:38][CH:39]=1)[C@@H:3]([OH:32])[CH2:4][C@@H:5]([NH:19][C:20](=[O:21])[C@H:22]([C:23]([CH3:26])([CH3:25])[CH3:24])[NH:27][C:28]([O:29][CH3:30])=[O:31])[CH2:6][C:7]1[CH:12]=[CH:11][C:10]([C:13]2[CH:18]=[CH:17][CH:16]=[CH:15][N:14]=2)=[CH:9][CH:8]=1)=[O:45])=[N+:41]=[N-:42]. The yield is 0.640. (3) The catalyst is O. The reactants are [CH3:1][O:2][C:3]1[C:11]([O:12][CH3:13])=[CH:10][CH:9]=[C:8]2[C:4]=1[CH2:5][CH2:6][CH:7]2[C:14](N)=[O:15].[OH-:17].[K+].CO. The product is [CH3:1][O:2][C:3]1[C:11]([O:12][CH3:13])=[CH:10][CH:9]=[C:8]2[C:4]=1[CH2:5][CH2:6][CH:7]2[C:14]([OH:15])=[O:17]. The yield is 0.920. (4) The reactants are C[Al](C)C.[CH:5]1([NH2:8])[CH2:7][CH2:6]1.C[O:10][C:11](=O)[C:12]1[CH:17]=[CH:16][C:15]([O:18][CH2:19][C:20]2[C:21]([C:27]3[CH:32]=[CH:31][C:30]([F:33])=[C:29]([F:34])[CH:28]=3)=[N:22][O:23][C:24]=2[CH2:25][OH:26])=[N:14][CH:13]=1. The catalyst is O1CCOCC1. The product is [CH:5]1([NH:8][C:11](=[O:10])[C:12]2[CH:17]=[CH:16][C:15]([O:18][CH2:19][C:20]3[C:21]([C:27]4[CH:32]=[CH:31][C:30]([F:33])=[C:29]([F:34])[CH:28]=4)=[N:22][O:23][C:24]=3[CH2:25][OH:26])=[N:14][CH:13]=2)[CH2:7][CH2:6]1. The yield is 0.250. (5) The reactants are Cl[CH2:2][CH2:3][CH2:4][N:5]1[C:10]2[CH:11]=[CH:12][CH:13]=[CH:14][C:9]=2[O:8][CH2:7][C:6]1=[O:15].[CH:16]1([CH2:19][O:20][CH:21]2[CH2:26][CH2:25][NH:24][CH2:23][CH2:22]2)[CH2:18][CH2:17]1.[Na+].[I-].C([O-])([O-])=O.[K+].[K+]. The catalyst is CC#N. The product is [CH:16]1([CH2:19][O:20][CH:21]2[CH2:26][CH2:25][N:24]([CH2:2][CH2:3][CH2:4][N:5]3[C:10]4[CH:11]=[CH:12][CH:13]=[CH:14][C:9]=4[O:8][CH2:7][C:6]3=[O:15])[CH2:23][CH2:22]2)[CH2:17][CH2:18]1. The yield is 0.740.